Dataset: Catalyst prediction with 721,799 reactions and 888 catalyst types from USPTO. Task: Predict which catalyst facilitates the given reaction. (1) The catalyst class is: 2. Reactant: [CH2:1]([N:3]1[C:7]2=[N:8][C:9]([CH2:29][CH3:30])=[C:10]([CH2:19][NH:20][C:21]([C:23]3([C:26]([OH:28])=O)[CH2:25][CH2:24]3)=[O:22])[C:11]([NH:12][CH:13]3[CH2:18][CH2:17][O:16][CH2:15][CH2:14]3)=[C:6]2[CH:5]=[N:4]1)[CH3:2].[Br:31][C:32]1[CH:33]=[C:34]([CH2:39][NH2:50])[CH:35]=[CH:36][C:37]=1[F:38].[Br:31][C:32]1[CH:33]=[C:34]([CH2:39][NH2:50])[CH:35]=[CH:36][C:37]=1[F:38].CN(C(ON1N=NC2C=CC=CC1=2)=[N+](C)C)C.F[P-](F)(F)(F)(F)F.CCN(CC)CC. Product: [Br:31][C:32]1[CH:33]=[C:34]([CH2:39][N:20]([CH2:19][C:10]2[C:11]([NH:12][CH:13]3[CH2:14][CH2:15][O:16][CH2:17][CH2:18]3)=[C:6]3[CH:5]=[N:4][N:3]([CH2:1][CH3:2])[C:7]3=[N:8][C:9]=2[CH2:29][CH3:30])[C:21]([C:23]2([C:26]([NH2:50])=[O:28])[CH2:24][CH2:25]2)=[O:22])[CH:35]=[CH:36][C:37]=1[F:38]. (2) Reactant: [CH2:1]([O:8][CH2:9][C:10]1[NH:15][C:14](=[O:16])[C:13]2=[CH:17][N:18]=[C:19](I)[N:12]2[N:11]=1)[C:2]1[CH:7]=[CH:6][CH:5]=[CH:4][CH:3]=1.C([O-])([O-])=O.[Cs+].[Cs+].CC1(C)C(C)(C)OB([C:35]2[CH2:36][CH2:37][O:38][CH2:39][CH:40]=2)O1. Product: [CH2:1]([O:8][CH2:9][C:10]1[NH:15][C:14](=[O:16])[C:13]2=[CH:17][N:18]=[C:19]([C:35]3[CH2:40][CH2:39][O:38][CH2:37][CH:36]=3)[N:12]2[N:11]=1)[C:2]1[CH:7]=[CH:6][CH:5]=[CH:4][CH:3]=1. The catalyst class is: 70. (3) Reactant: [CH:1]([C:3]1[C:11]2[CH:10]=[CH:9][CH:8]=[CH:7][C:6]=2[N:5]2[CH2:12][CH2:13][N:14](C(OC(C)(C)C)=O)[CH2:15][CH2:16][C:4]=12)=O.Cl.[NH2:25]O. Product: [CH2:16]1[C:4]2=[C:3]([C:1]#[N:25])[C:11]3[CH:10]=[CH:9][CH:8]=[CH:7][C:6]=3[N:5]2[CH2:12][CH2:13][NH:14][CH2:15]1. The catalyst class is: 106. (4) Reactant: [Br:1][C:2]1[C:3]([CH2:8][CH2:9][CH:10]=O)=[N:4][CH:5]=[N:6][CH:7]=1.CC[N+](S(N=C(OC)[O-])(=O)=O)(CC)CC. Product: [Br:1][C:2]1[C:3]2[N:4]([CH:10]=[CH:9][CH:8]=2)[CH:5]=[N:6][CH:7]=1. The catalyst class is: 1. (5) Reactant: [CH2:1]([O:5][CH2:6][C@@H:7]([NH:12][C:13]([C@H:15]1[O:17][C@@H:16]1[C:18]([O:20]CC)=[O:19])=[O:14])[CH2:8][CH:9]([CH3:11])[CH3:10])[CH:2]([CH3:4])[CH3:3].[OH-].[Na+:24]. Product: [CH2:1]([O:5][CH2:6][C@@H:7]([NH:12][C:13]([C@H:15]1[O:17][C@@H:16]1[C:18]([O-:20])=[O:19])=[O:14])[CH2:8][CH:9]([CH3:11])[CH3:10])[CH:2]([CH3:3])[CH3:4].[Na+:24]. The catalyst class is: 8. (6) Reactant: Cl[C:2]([O:4][CH3:5])=[O:3].C(Cl)Cl.Cl.[CH2:10]([O:17][C:18]([C:20]1([NH:26][C:27]([O:29][CH:30]2[CH2:35][CH2:34][NH:33][CH2:32][CH2:31]2)=[O:28])[CH2:25][CH2:24][CH2:23][CH2:22][CH2:21]1)=[O:19])[C:11]1[CH:16]=[CH:15][CH:14]=[CH:13][CH:12]=1.C(N(CC)CC)C. Product: [CH2:10]([O:17][C:18]([C:20]1([NH:26][C:27]([O:29][CH:30]2[CH2:31][CH2:32][N:33]([C:2]([O:4][CH3:5])=[O:3])[CH2:34][CH2:35]2)=[O:28])[CH2:21][CH2:22][CH2:23][CH2:24][CH2:25]1)=[O:19])[C:11]1[CH:12]=[CH:13][CH:14]=[CH:15][CH:16]=1. The catalyst class is: 6.